Dataset: Catalyst prediction with 721,799 reactions and 888 catalyst types from USPTO. Task: Predict which catalyst facilitates the given reaction. (1) Reactant: [CH2:1]([NH:3][C:4](=[O:43])[NH:5][C:6]1[N:11]=[CH:10][C:9]([C:12]2[CH:13]=[C:14]3[C:19](=[CH:20][CH:21]=2)[N:18]([C@@H:22]([CH:25]([CH3:27])[CH3:26])[CH2:23][OH:24])[CH:17]=[C:16]([C:28]([O:30]CC)=[O:29])[C:15]3=[O:33])=[C:8]([C:34]2[S:35][CH:36]=[C:37]([C:39]([F:42])([F:41])[F:40])[N:38]=2)[CH:7]=1)[CH3:2].[OH-].[Li+].Cl. Product: [CH2:1]([NH:3][C:4](=[O:43])[NH:5][C:6]1[N:11]=[CH:10][C:9]([C:12]2[CH:13]=[C:14]3[C:19](=[CH:20][CH:21]=2)[N:18]([C@@H:22]([CH:25]([CH3:27])[CH3:26])[CH2:23][OH:24])[CH:17]=[C:16]([C:28]([OH:30])=[O:29])[C:15]3=[O:33])=[C:8]([C:34]2[S:35][CH:36]=[C:37]([C:39]([F:40])([F:42])[F:41])[N:38]=2)[CH:7]=1)[CH3:2]. The catalyst class is: 193. (2) Reactant: [NH2:1][C:2]1[C:11]2[N:10]=[CH:9][C:8]([CH2:12][CH2:13][C:14]3[CH:19]=[CH:18][C:17]([O:20][CH3:21])=[CH:16][C:15]=3[CH3:22])=[CH:7][C:6]=2[C:5]2[CH:23]=[CH:24][C:25]([C:27](=[O:39])[C:28]([P:31](=[O:38])([O:35]CC)[O:32]CC)([F:30])[F:29])=[CH:26][C:4]=2[N:3]=1.[Si](I)(C)(C)C. The catalyst class is: 2. Product: [NH2:1][C:2]1[C:11]2[N:10]=[CH:9][C:8]([CH2:12][CH2:13][C:14]3[CH:19]=[CH:18][C:17]([O:20][CH3:21])=[CH:16][C:15]=3[CH3:22])=[CH:7][C:6]=2[C:5]2[CH:23]=[CH:24][C:25]([C:27](=[O:39])[C:28]([P:31](=[O:32])([OH:35])[OH:38])([F:29])[F:30])=[CH:26][C:4]=2[N:3]=1. (3) Reactant: [CH3:1][C:2]1[S:3][C:4]([C:7]2[N:12]=[C:11]([C:13]3[CH:14]=[N:15][N:16](COCC[Si](C)(C)C)[CH:17]=3)[N:10]3[CH:26]=[CH:27][N:28]=[C:9]3[CH:8]=2)=[CH:5][N:6]=1.C(O)(C(F)(F)F)=O. Product: [NH:15]1[CH:14]=[C:13]([C:11]2[N:10]3[CH:26]=[CH:27][N:28]=[C:9]3[CH:8]=[C:7]([C:4]3[S:3][C:2]([CH3:1])=[N:6][CH:5]=3)[N:12]=2)[CH:17]=[N:16]1. The catalyst class is: 2. (4) Reactant: [CH2:1]([N:8]([CH3:31])[C:9]([C:11]1[CH:12]=[C:13]([C:17]2[CH:22]=[CH:21][C:20]([CH:23]=[C:24]3[S:28][C:27](=[O:29])[NH:26][C:25]3=[O:30])=[CH:19][CH:18]=2)[CH:14]=[CH:15][CH:16]=1)=[O:10])[C:2]1[CH:7]=[CH:6][CH:5]=[CH:4][CH:3]=1. Product: [CH2:1]([N:8]([CH3:31])[C:9]([C:11]1[CH:12]=[C:13]([C:17]2[CH:22]=[CH:21][C:20]([CH2:23][CH:24]3[S:28][C:27](=[O:29])[NH:26][C:25]3=[O:30])=[CH:19][CH:18]=2)[CH:14]=[CH:15][CH:16]=1)=[O:10])[C:2]1[CH:7]=[CH:6][CH:5]=[CH:4][CH:3]=1. The catalyst class is: 12. (5) Reactant: Cl.[NH2:2][C:3]([NH2:5])=[NH:4].CC[O-].[Na+].[Cl:10][C:11]1[CH:32]=[CH:31][C:14]2[S:15][C:16]([C:24](=O)/[CH:25]=[CH:26]/N(C)C)=[C:17]([C:18]3[CH:23]=[CH:22][CH:21]=[CH:20][CH:19]=3)[C:13]=2[CH:12]=1. Product: [Cl:10][C:11]1[CH:32]=[CH:31][C:14]2[S:15][C:16]([C:24]3[CH:25]=[CH:26][N:2]=[C:3]([NH2:5])[N:4]=3)=[C:17]([C:18]3[CH:23]=[CH:22][CH:21]=[CH:20][CH:19]=3)[C:13]=2[CH:12]=1. The catalyst class is: 8. (6) Reactant: [K].[NH:2]1[CH:6]=[CH:5][CH:4]=[N:3]1.[CH2:7]([N:9]([CH2:24][CH3:25])[C:10]1[CH:15]=[CH:14][C:13]([C:16]2[N:21]=[C:20](Cl)[N:19]=[C:18](Cl)[N:17]=2)=[CH:12][CH:11]=1)[CH3:8]. Product: [CH2:7]([N:9]([CH2:24][CH3:25])[C:10]1[CH:15]=[CH:14][C:13]([C:16]2[N:21]=[C:20]([N:2]3[CH:6]=[CH:5][CH:4]=[N:3]3)[N:19]=[C:18]([N:2]3[CH:6]=[CH:5][CH:4]=[N:3]3)[N:17]=2)=[CH:12][CH:11]=1)[CH3:8]. The catalyst class is: 7. (7) Reactant: C(OC([NH:11][C@@H:12]([CH2:16][Si:17]([CH3:20])([CH3:19])[CH3:18])[C:13]([OH:15])=[O:14])=O)C1C=CC=CC=1.[BrH:21]. Product: [BrH:21].[NH2:11][C@@H:12]([CH2:16][Si:17]([CH3:20])([CH3:19])[CH3:18])[C:13]([OH:15])=[O:14]. The catalyst class is: 15. (8) Reactant: N#N.C([SiH2][O:8][C:9](C)(C)[C:10]1[S:11][CH:12]=[C:13]([C:15]2([CH3:20])[O:19][CH2:18][CH2:17][O:16]2)[N:14]=1)(C)(C)C.CCCC[N+](CCCC)(CCCC)CCCC.[F-]. Product: [CH3:20][C:15]1([C:13]2[N:14]=[C:10]([CH2:9][OH:8])[S:11][CH:12]=2)[O:19][CH2:18][CH2:17][O:16]1. The catalyst class is: 721. (9) Reactant: [C:1]([CH2:3][CH:4]1[CH2:10][N:9]([CH:11]2[CH2:15][CH2:14][CH2:13][CH2:12]2)[C:8]2[N:16]=[C:17]([NH:20][C:21]3[CH:36]=[CH:35][C:24]([C:25]([NH:27][CH:28]4[CH2:33][CH2:32][N:31]([CH3:34])[CH2:30][CH2:29]4)=[O:26])=[CH:23][C:22]=3[O:37][CH3:38])[N:18]=[CH:19][C:7]=2[N:6]([CH3:39])[C:5]1=[O:40])#[N:2].[OH-:41].[Na+]. Product: [NH2:2][C:1](=[O:41])[CH2:3][CH:4]1[CH2:10][N:9]([CH:11]2[CH2:15][CH2:14][CH2:13][CH2:12]2)[C:8]2[N:16]=[C:17]([NH:20][C:21]3[CH:36]=[CH:35][C:24]([C:25]([NH:27][CH:28]4[CH2:33][CH2:32][N:31]([CH3:34])[CH2:30][CH2:29]4)=[O:26])=[CH:23][C:22]=3[O:37][CH3:38])[N:18]=[CH:19][C:7]=2[N:6]([CH3:39])[C:5]1=[O:40]. The catalyst class is: 5. (10) Reactant: [CH2:1]([N:3]1[C:8]2[N:9]=[C:10]([NH:13][C:14]3[CH:19]=[CH:18][C:17]([OH:20])=[CH:16][CH:15]=3)[N:11]=[CH:12][C:7]=2[CH:6]=[CH:5][C:4]1=[O:21])[CH3:2].[CH3:22][O:23][CH2:24][CH2:25]Br.C(=O)([O-])[O-].[K+].[K+].O. Product: [CH2:1]([N:3]1[C:8]2[N:9]=[C:10]([NH:13][C:14]3[CH:19]=[CH:18][C:17]([O:20][CH2:25][CH2:24][O:23][CH3:22])=[CH:16][CH:15]=3)[N:11]=[CH:12][C:7]=2[CH:6]=[CH:5][C:4]1=[O:21])[CH3:2]. The catalyst class is: 9.